Dataset: Full USPTO retrosynthesis dataset with 1.9M reactions from patents (1976-2016). Task: Predict the reactants needed to synthesize the given product. Given the product [S:12]1[CH:13]=[CH:14][N:15]=[C:11]1[NH:10][C:7]1[CH:6]=[CH:5][C:4]([NH2:1])=[CH:9][CH:8]=1, predict the reactants needed to synthesize it. The reactants are: [N+:1]([C:4]1[CH:9]=[CH:8][C:7]([NH:10][C:11]2[S:12][CH:13]=[CH:14][N:15]=2)=[CH:6][CH:5]=1)([O-])=O.[N+](C1C=CC(N(C2C=CC([N+]([O-])=O)=CC=2)C2SC=CN=2)=CC=1)([O-])=O.